This data is from Full USPTO retrosynthesis dataset with 1.9M reactions from patents (1976-2016). The task is: Predict the reactants needed to synthesize the given product. (1) Given the product [Si:1]([O:8][C@@H:9]([CH2:22][CH2:23][CH3:24])[C@H:10]([N:12]1[CH:20]=[N:19][C:18]2[C:13]1=[N:14][CH:15]=[N:16][C:17]=2[NH2:25])[CH3:11])([C:4]([CH3:7])([CH3:6])[CH3:5])([CH3:3])[CH3:2], predict the reactants needed to synthesize it. The reactants are: [Si:1]([O:8][C@@H:9]([CH2:22][CH2:23][CH3:24])[C@H:10]([N:12]1[CH:20]=[N:19][C:18]2[C:13]1=[N:14][CH:15]=[N:16][C:17]=2Cl)[CH3:11])([C:4]([CH3:7])([CH3:6])[CH3:5])([CH3:3])[CH3:2].[NH3:25]. (2) Given the product [NH2:11][CH2:12][C:13]1[CH:14]=[C:15]([C:19]2[N:24]=[C:23]([C:25]([NH:27][C:28]3[CH:33]=[CH:32][CH:31]=[CH:30][C:29]=3[CH2:34][C:35]([OH:37])=[O:36])=[O:26])[CH:22]=[C:21]([Cl:42])[CH:20]=2)[CH:16]=[CH:17][CH:18]=1.[C:43]([OH:49])([C:45]([F:48])([F:47])[F:46])=[O:44], predict the reactants needed to synthesize it. The reactants are: C(Cl)Cl.C(OC([NH:11][CH2:12][C:13]1[CH:14]=[C:15]([C:19]2[N:24]=[C:23]([C:25]([NH:27][C:28]3[CH:33]=[CH:32][CH:31]=[CH:30][C:29]=3[CH2:34][C:35]([O:37]C(C)(C)C)=[O:36])=[O:26])[CH:22]=[C:21]([Cl:42])[CH:20]=2)[CH:16]=[CH:17][CH:18]=1)=O)(C)(C)C.[C:43]([OH:49])([C:45]([F:48])([F:47])[F:46])=[O:44]. (3) Given the product [N:1]1([CH:5]2[CH:14]([CH2:15][C:16]3[CH:17]=[CH:18][CH:19]=[CH:20][CH:21]=3)[C:13]3[CH:12]=[C:11]([CH2:22][NH:23][S:30]([C:28]4[N:27]=[CH:26][N:25]([CH3:24])[CH:29]=4)(=[O:32])=[O:31])[CH:10]=[CH:9][C:8]=3[CH2:7][CH2:6]2)[CH2:4][CH2:3][CH2:2]1, predict the reactants needed to synthesize it. The reactants are: [N:1]1([CH:5]2[CH:14]([CH2:15][C:16]3[CH:21]=[CH:20][CH:19]=[CH:18][CH:17]=3)[C:13]3[CH:12]=[C:11]([CH2:22][NH2:23])[CH:10]=[CH:9][C:8]=3[CH2:7][CH2:6]2)[CH2:4][CH2:3][CH2:2]1.[CH3:24][N:25]1[CH:29]=[C:28]([S:30](Cl)(=[O:32])=[O:31])[N:27]=[CH:26]1. (4) Given the product [F:32][C:33]1[CH:51]=[CH:50][CH:49]=[CH:48][C:34]=1[O:35][C:36]1[CH:37]=[CH:38][C:39]2[N:43]=[C:42]([CH2:44][O:45][C:53]3[CH:54]=[C:55]([CH:60]=[CH:61][CH:62]=3)[C:56]([O:58][CH3:59])=[O:57])[N:41]([CH3:46])[C:40]=2[CH:47]=1, predict the reactants needed to synthesize it. The reactants are: C(P(CCCC)CCCC)CCC.N(C(N1CCCCC1)=O)=NC(N1CCCCC1)=O.[F:32][C:33]1[CH:51]=[CH:50][CH:49]=[CH:48][C:34]=1[O:35][C:36]1[CH:37]=[CH:38][C:39]2[N:43]=[C:42]([CH2:44][OH:45])[N:41]([CH3:46])[C:40]=2[CH:47]=1.O[C:53]1[CH:54]=[C:55]([CH:60]=[CH:61][CH:62]=1)[C:56]([O:58][CH3:59])=[O:57]. (5) Given the product [Cl:1][C:2]1[CH:7]=[CH:6][C:5]([CH:8]2[S:14][C:13]([CH3:15])([CH3:16])[CH2:12][NH:11][C:10]3[N:18]([CH3:24])[N:19]=[C:20]([CH:21]4[CH2:23][CH2:22]4)[C:9]2=3)=[C:4]([CH3:25])[CH:3]=1, predict the reactants needed to synthesize it. The reactants are: [Cl:1][C:2]1[CH:7]=[CH:6][C:5]([CH:8]2[S:14][C:13]([CH3:16])([CH3:15])[C:12](=O)[NH:11][C:10]3[N:18]([CH3:24])[N:19]=[C:20]([CH:21]4[CH2:23][CH2:22]4)[C:9]2=3)=[C:4]([CH3:25])[CH:3]=1.O1CCCC1.B.Cl.[OH-].[Na+]. (6) Given the product [O:1]=[C:2]1[CH2:7][C:6]2([C:16]([O:18][CH3:19])=[O:17])[N:8]([C:9]([O:11][CH2:12][C:15]3[CH:35]=[CH:36][CH:31]=[CH:32][CH:33]=3)=[O:10])[CH:3]1[CH2:4][CH2:5]2, predict the reactants needed to synthesize it. The reactants are: [O:1]=[C:2]1[CH2:7][C:6]2([C:16]([O:18][CH3:19])=[O:17])[N:8]([C:9]([O:11][C:12]([CH3:15])(C)C)=[O:10])[CH:3]1[CH2:4][CH2:5]2.C(O)(C(F)(F)F)=O.C(Cl)(OC[C:31]1[CH:36]=[CH:35]C=[CH:33][CH:32]=1)=O. (7) The reactants are: [C:1]([O:6][CH2:7][CH3:8])(=[O:5])[CH:2]([CH3:4])[CH3:3].[Li+].CC([N-]C(C)C)C.[CH2:17]([I:19])I.[NH4+].[Cl-]. Given the product [I:19][CH2:17][C:2]([CH3:4])([CH3:3])[C:1]([O:6][CH2:7][CH3:8])=[O:5], predict the reactants needed to synthesize it. (8) Given the product [ClH:1].[CH3:46][C@@H:44]1[CH2:43][NH:42][C@H:41]([C:39]2[NH:40][C:36]([C:31]3[CH:30]=[CH:29][C:28]4[C:33](=[CH:34][CH:35]=[C:26]([C:23]5[CH:22]=[CH:21][C:20]([C:17]6[NH:16][C:15]([C@@H:10]7[CH2:11][C@H:12]([CH3:14])[CH2:13][NH:9]7)=[N:19][CH:18]=6)=[CH:25][CH:24]=5)[CH:27]=4)[N:32]=3)=[CH:37][N:38]=2)[CH2:45]1, predict the reactants needed to synthesize it. The reactants are: [ClH:1].C(OC([N:9]1[CH2:13][C@@H:12]([CH3:14])[CH2:11][C@H:10]1[C:15]1[NH:16][C:17]([C:20]2[CH:25]=[CH:24][C:23]([C:26]3[CH:27]=[C:28]4[C:33](=[CH:34][CH:35]=3)[N:32]=[C:31]([C:36]3[NH:40][C:39]([C@@H:41]5[CH2:45][C@H:44]([CH3:46])[CH2:43][N:42]5C(OC(C)(C)C)=O)=[N:38][CH:37]=3)[CH:30]=[CH:29]4)=[CH:22][CH:21]=2)=[CH:18][N:19]=1)=O)(C)(C)C.